From a dataset of Forward reaction prediction with 1.9M reactions from USPTO patents (1976-2016). Predict the product of the given reaction. The product is: [CH:1]1(/[C:7](=[N:44]\[O:45][CH3:46])/[CH2:8][N:9]2[C:14](=[O:15])[C:13]([CH2:16][C:17]3[CH:18]=[CH:19][C:20]([C:23]4[CH:28]=[CH:27][CH:26]=[CH:25][C:24]=4[C:29]4[NH:33][C:32](=[O:34])[O:31][N:30]=4)=[CH:21][CH:22]=3)=[C:12]([CH2:35][CH2:36][CH3:37])[N:11]3[N:38]=[C:39]([CH3:41])[N:40]=[C:10]23)[CH2:6][CH2:5][CH2:4][CH2:3][CH2:2]1. Given the reactants [CH:1]1([C:7](=O)[CH2:8][N:9]2[C:14](=[O:15])[C:13]([CH2:16][C:17]3[CH:22]=[CH:21][C:20]([C:23]4[CH:28]=[CH:27][CH:26]=[CH:25][C:24]=4[C:29]4[NH:33][C:32](=[O:34])[O:31][N:30]=4)=[CH:19][CH:18]=3)=[C:12]([CH2:35][CH2:36][CH3:37])[N:11]3[N:38]=[C:39]([CH3:41])[N:40]=[C:10]23)[CH2:6][CH2:5][CH2:4][CH2:3][CH2:2]1.Cl.[NH2:44][O:45][CH3:46].N1C=CC=CC=1.Cl, predict the reaction product.